The task is: Regression. Given two drug SMILES strings and cell line genomic features, predict the synergy score measuring deviation from expected non-interaction effect.. This data is from NCI-60 drug combinations with 297,098 pairs across 59 cell lines. (1) Synergy scores: CSS=33.3, Synergy_ZIP=0.171, Synergy_Bliss=-0.977, Synergy_Loewe=-16.9, Synergy_HSA=-2.38. Drug 2: CCCCCOC(=O)NC1=NC(=O)N(C=C1F)C2C(C(C(O2)C)O)O. Cell line: ACHN. Drug 1: CC12CCC3C(C1CCC2=O)CC(=C)C4=CC(=O)C=CC34C. (2) Drug 1: CC1=C(C=C(C=C1)NC2=NC=CC(=N2)N(C)C3=CC4=NN(C(=C4C=C3)C)C)S(=O)(=O)N.Cl. Drug 2: CN(C)N=NC1=C(NC=N1)C(=O)N. Cell line: SK-MEL-2. Synergy scores: CSS=-3.61, Synergy_ZIP=3.26, Synergy_Bliss=1.88, Synergy_Loewe=-2.16, Synergy_HSA=-2.52.